Dataset: Reaction yield outcomes from USPTO patents with 853,638 reactions. Task: Predict the reaction yield, written as a fraction of the theoretical maximum amount of product (1.0 means a 100% yield; for example, 0.34 means a 34% yield). (1) The reactants are C[O:2][C:3]([C:5]1[C:6]([C:14]2[CH:19]=[CH:18][CH:17]=[CH:16][C:15]=2[N+:20]([O-:22])=[O:21])=[CH:7][CH:8]=[C:9]([C:11](=[S:13])[NH2:12])[CH:10]=1)=[O:4].Br[CH2:24][C:25]([C:27]1[CH:32]=[CH:31][C:30]([CH3:33])=[CH:29][CH:28]=1)=O. No catalyst specified. The product is [N+:20]([C:15]1[CH:16]=[CH:17][CH:18]=[CH:19][C:14]=1[C:6]1[C:5]([C:3]([OH:2])=[O:4])=[CH:10][C:9]([C:11]2[S:13][CH:24]=[C:25]([C:27]3[CH:32]=[CH:31][C:30]([CH3:33])=[CH:29][CH:28]=3)[N:12]=2)=[CH:8][CH:7]=1)([O-:22])=[O:21]. The yield is 0.320. (2) The reactants are [NH2:1][C:2]1[CH:7]=[CH:6][N:5]=[C:4]([Cl:8])[CH:3]=1.[Li+].C[Si]([N-][Si](C)(C)C)(C)C.[CH:19]1([CH2:22][C:23]2[C:28]([C:29]3[CH:34]=[CH:33][N:32]=[C:31](S(C)=O)[N:30]=3)=[CH:27][N:26]=[C:25]([NH:38][CH2:39][C:40]([CH3:43])([OH:42])[CH3:41])[N:24]=2)[CH2:21][CH2:20]1. The catalyst is C1COCC1. The product is [Cl:8][C:4]1[CH:3]=[C:2]([NH:1][C:31]2[N:30]=[C:29]([C:28]3[C:23]([CH2:22][CH:19]4[CH2:21][CH2:20]4)=[N:24][C:25]([NH:38][CH2:39][C:40]([CH3:43])([OH:42])[CH3:41])=[N:26][CH:27]=3)[CH:34]=[CH:33][N:32]=2)[CH:7]=[CH:6][N:5]=1. The yield is 0.490. (3) The reactants are Cl[C:2]1[C:7]([CH2:8][CH2:9][OH:10])=[C:6]([Cl:11])[N:5]=[CH:4][N:3]=1.C(N(CC)C(C)C)(C)C.[NH2:21][C@@H:22]1[C:30]2[C:25](=[CH:26][CH:27]=[CH:28][CH:29]=2)[CH2:24][CH2:23]1. The catalyst is C(O)CCC. The product is [Cl:11][C:6]1[C:7]([CH2:8][CH2:9][OH:10])=[C:2]([NH:21][C@@H:22]2[C:30]3[C:25](=[CH:26][CH:27]=[CH:28][CH:29]=3)[CH2:24][CH2:23]2)[N:3]=[CH:4][N:5]=1. The yield is 0.980. (4) The reactants are [F:1][C:2]1[CH:3]=[C:4]([N+:18]([O-:20])=[O:19])[C:5]([NH:11]C(=O)C(F)(F)F)=[C:6]([CH:10]=1)[C:7]([OH:9])=[O:8].[OH-].[Na+]. The catalyst is C(O)C. The product is [NH2:11][C:5]1[C:4]([N+:18]([O-:20])=[O:19])=[CH:3][C:2]([F:1])=[CH:10][C:6]=1[C:7]([OH:9])=[O:8]. The yield is 0.900. (5) The reactants are C[O:2][C:3](=[O:24])[C:4]1[CH:9]=[C:8]([C:10]#[C:11][C:12]2[CH:17]=[CH:16][CH:15]=[CH:14][C:13]=2[O:18][CH3:19])[CH:7]=[CH:6][C:5]=1[O:20][CH:21]([CH3:23])[CH3:22]. The catalyst is [OH-].[K+]. The product is [CH:21]([O:20][C:5]1[CH:6]=[CH:7][C:8]([C:10]#[C:11][C:12]2[CH:17]=[CH:16][CH:15]=[CH:14][C:13]=2[O:18][CH3:19])=[CH:9][C:4]=1[C:3]([OH:24])=[O:2])([CH3:23])[CH3:22]. The yield is 0.900. (6) The reactants are [NH:1]1[C:9]2[C:4](=[CH:5][CH:6]=[C:7]([C:10]([O:12][CH3:13])=[O:11])[CH:8]=2)[CH:3]=[N:2]1.[OH-].[K+].[I:16]I.S(=O)(=O)(O)[O-].[Na+]. The catalyst is CN(C)C=O. The product is [I:16][C:3]1[C:4]2[C:9](=[CH:8][C:7]([C:10]([O:12][CH3:13])=[O:11])=[CH:6][CH:5]=2)[NH:1][N:2]=1. The yield is 0.780.